From a dataset of NCI-60 drug combinations with 297,098 pairs across 59 cell lines. Regression. Given two drug SMILES strings and cell line genomic features, predict the synergy score measuring deviation from expected non-interaction effect. Drug 1: C1=NNC2=C1C(=O)NC=N2. Drug 2: CC1C(C(CC(O1)OC2CC(CC3=C2C(=C4C(=C3O)C(=O)C5=C(C4=O)C(=CC=C5)OC)O)(C(=O)CO)O)N)O.Cl. Cell line: IGROV1. Synergy scores: CSS=34.7, Synergy_ZIP=-1.78, Synergy_Bliss=-3.70, Synergy_Loewe=-33.6, Synergy_HSA=-3.05.